Dataset: NCI-60 drug combinations with 297,098 pairs across 59 cell lines. Task: Regression. Given two drug SMILES strings and cell line genomic features, predict the synergy score measuring deviation from expected non-interaction effect. (1) Drug 1: C1=NNC2=C1C(=O)NC=N2. Drug 2: CC1CCCC2(C(O2)CC(NC(=O)CC(C(C(=O)C(C1O)C)(C)C)O)C(=CC3=CSC(=N3)C)C)C. Cell line: MALME-3M. Synergy scores: CSS=27.7, Synergy_ZIP=1.31, Synergy_Bliss=0.422, Synergy_Loewe=-18.1, Synergy_HSA=0.719. (2) Drug 1: COC1=CC(=CC(=C1O)OC)C2C3C(COC3=O)C(C4=CC5=C(C=C24)OCO5)OC6C(C(C7C(O6)COC(O7)C8=CC=CS8)O)O. Drug 2: C1C(C(OC1N2C=C(C(=O)NC2=O)F)CO)O. Cell line: MDA-MB-231. Synergy scores: CSS=41.6, Synergy_ZIP=1.05, Synergy_Bliss=-0.989, Synergy_Loewe=2.67, Synergy_HSA=5.08. (3) Drug 1: CC(CN1CC(=O)NC(=O)C1)N2CC(=O)NC(=O)C2. Drug 2: COC1=NC(=NC2=C1N=CN2C3C(C(C(O3)CO)O)O)N. Cell line: SK-MEL-2. Synergy scores: CSS=15.5, Synergy_ZIP=0.493, Synergy_Bliss=6.02, Synergy_Loewe=-4.30, Synergy_HSA=0.752. (4) Synergy scores: CSS=25.0, Synergy_ZIP=-1.96, Synergy_Bliss=-5.46, Synergy_Loewe=-27.1, Synergy_HSA=-7.29. Drug 1: C(=O)(N)NO. Cell line: MALME-3M. Drug 2: CC1CCCC2(C(O2)CC(NC(=O)CC(C(C(=O)C(C1O)C)(C)C)O)C(=CC3=CSC(=N3)C)C)C. (5) Drug 1: CN(C)N=NC1=C(NC=N1)C(=O)N. Drug 2: CC1=C2C(C(=O)C3(C(CC4C(C3C(C(C2(C)C)(CC1OC(=O)C(C(C5=CC=CC=C5)NC(=O)OC(C)(C)C)O)O)OC(=O)C6=CC=CC=C6)(CO4)OC(=O)C)O)C)O. Cell line: 786-0. Synergy scores: CSS=33.0, Synergy_ZIP=-2.69, Synergy_Bliss=-2.83, Synergy_Loewe=-41.7, Synergy_HSA=-2.55.